This data is from Catalyst prediction with 721,799 reactions and 888 catalyst types from USPTO. The task is: Predict which catalyst facilitates the given reaction. Reactant: Br[C:2]1[CH:11]=[CH:10][C:5]([C:6]([O:8][CH3:9])=[O:7])=[CH:4][C:3]=1[CH3:12].O=C(C)[CH2:15][C:16]([O:18][CH3:19])=[O:17].[O-]P([O-])([O-])=O.[K+].[K+].[K+].[C:29](P(C(C)(C)C)C1C=CC=CC=1C1C=CC=CC=1C)(C)(C)C. Product: [CH2:19]([O:18][C:16](=[O:17])[CH2:15][C:2]1[CH:11]=[CH:10][C:5]([C:6]([O:8][CH3:9])=[O:7])=[CH:4][C:3]=1[CH3:12])[CH3:29]. The catalyst class is: 222.